Dataset: Forward reaction prediction with 1.9M reactions from USPTO patents (1976-2016). Task: Predict the product of the given reaction. (1) Given the reactants [CH:1]1([N:7]2[C:12]3[N:13]=[C:14]([S:17][CH3:18])[N:15]=[CH:16][C:11]=3[CH:10]=[CH:9][C:8]2=[O:19])[CH2:6][CH2:5][CH2:4][CH2:3][CH2:2]1.[Br:20]N1C(=O)CCC1=O.C(OOC(=O)C1C=CC=CC=1)(=O)C1C=CC=CC=1, predict the reaction product. The product is: [Br:20][C:9]1[C:8](=[O:19])[N:7]([CH:1]2[CH2:2][CH2:3][CH2:4][CH2:5][CH2:6]2)[C:12]2[N:13]=[C:14]([S:17][CH3:18])[N:15]=[CH:16][C:11]=2[CH:10]=1. (2) Given the reactants C1(S([CH2:10][C:11]2[CH:16]=[CH:15][C:14]([N+]([O-])=O)=[CH:13][C:12]=2[CH:20]2[O:24][CH2:23][CH2:22][O:21]2)(=O)=O)C=CC=CC=1.[N+:25]([C:28]1[CH:29]=[CH:30]C(CS(C2C=CC=CC=2)(=O)=O)=C([CH:35]=1)C=O)([O-:27])=[O:26].C(/C(/C([O-])=O)=[C:49](\CC)/[C:50]([O-])=[O:51])C.C([O-])([O-])=[O:59].[K+].[K+], predict the reaction product. The product is: [N+:25]([C:28]1[CH:35]=[C:15]2[C:14](=[CH:30][CH:29]=1)[CH:13]=[C:12]([C:20]([O:21][CH2:22][CH3:23])=[O:24])[C:11]([C:10]([O:51][CH2:50][CH3:49])=[O:59])=[CH:16]2)([O-:27])=[O:26]. (3) Given the reactants [CH3:1][C:2]1([CH3:14])[CH:11]=[CH:10][C:9]2[C:4](=[CH:5][CH:6]=[C:7]([C:12]#[N:13])[CH:8]=2)[O:3]1.C(O)C.N, predict the reaction product. The product is: [NH2:13][CH2:12][C:7]1[CH:8]=[C:9]2[C:4](=[CH:5][CH:6]=1)[O:3][C:2]([CH3:14])([CH3:1])[CH:11]=[CH:10]2. (4) Given the reactants [NH:1]1[C:9]2[C:4](=[CH:5][CH:6]=[CH:7][CH:8]=2)[C:3](C(N=[N+]=[N-])=O)=[N:2]1.[F:15][C:16]1[CH:21]=[CH:20][C:19]([N:22]2[CH2:27][CH2:26][NH:25][CH2:24][CH2:23]2)=[CH:18][CH:17]=1.O.C[N:30](C)[CH:31]=[O:32], predict the reaction product. The product is: [NH:1]1[C:9]2[C:4](=[CH:5][CH:6]=[CH:7][CH:8]=2)[C:3]([NH:30][C:31]([N:25]2[CH2:26][CH2:27][N:22]([C:19]3[CH:18]=[CH:17][C:16]([F:15])=[CH:21][CH:20]=3)[CH2:23][CH2:24]2)=[O:32])=[N:2]1.